From a dataset of Catalyst prediction with 721,799 reactions and 888 catalyst types from USPTO. Predict which catalyst facilitates the given reaction. (1) Reactant: [C:1]1([C@@H:7]2[N:13]([C:14]3[CH:19]=[CH:18][CH:17]=[CH:16][CH:15]=3)[CH2:12][C:11]3[CH:20]=[CH:21][C:22]([C:24]([O:26]C)=O)=[CH:23][C:10]=3[O:9][CH2:8]2)[CH:6]=[CH:5][CH:4]=[CH:3][CH:2]=1.[NH2:28][OH:29].[OH-].[Na+]. Product: [OH:29][NH:28][C:24]([C:22]1[CH:21]=[CH:20][C:11]2[CH2:12][N:13]([C:14]3[CH:19]=[CH:18][CH:17]=[CH:16][CH:15]=3)[C@@H:7]([C:1]3[CH:6]=[CH:5][CH:4]=[CH:3][CH:2]=3)[CH2:8][O:9][C:10]=2[CH:23]=1)=[O:26]. The catalyst class is: 36. (2) Reactant: [CH3:1][O:2][CH2:3][C:4]1[N:5]=[CH:6][N:7]([C:9]2[CH:32]=[C:14]3[C:15]4[C:20]([CH2:21][CH2:22][N:13]3[C:12](=[O:33])[CH2:11][N:10]=2)=[C:19](B2OC(C)(C)C(C)(C)O2)[CH:18]=[CH:17][CH:16]=4)[CH:8]=1.[OH:34]O. Product: [OH:34][C:19]1[CH:18]=[CH:17][CH:16]=[C:15]2[C:20]=1[CH2:21][CH2:22][N:13]1[C:12](=[O:33])[CH2:11][N:10]=[C:9]([N:7]3[CH:8]=[C:4]([CH2:3][O:2][CH3:1])[N:5]=[CH:6]3)[CH:32]=[C:14]12. The catalyst class is: 57.